Dataset: Reaction yield outcomes from USPTO patents with 853,638 reactions. Task: Predict the reaction yield, written as a fraction of the theoretical maximum amount of product (1.0 means a 100% yield; for example, 0.34 means a 34% yield). (1) The reactants are [O:1]=[C:2]1[CH2:7][CH2:6][CH:5]([C:8]([O:10]CC)=[O:9])[CH2:4][CH2:3]1.[OH-].[K+].Cl. The catalyst is CO. The product is [O:1]=[C:2]1[CH2:7][CH2:6][CH:5]([C:8]([OH:10])=[O:9])[CH2:4][CH2:3]1. The yield is 0.910. (2) The reactants are [O:1]=[C:2]1[N:10]2[C:11]([CH2:14][CH2:15][NH:16]C(=O)OCC3C=CC=CC=3)=[N:12][N:13]=[C:9]2[N:8]([CH2:27][CH2:28][CH2:29][CH2:30][CH3:31])[C:7]2[N:6]=[CH:5][NH:4][C:3]1=2. The catalyst is CO.[Pd]. The product is [NH2:16][CH2:15][CH2:14][C:11]1[N:10]2[C:2](=[O:1])[C:3]3[NH:4][CH:5]=[N:6][C:7]=3[N:8]([CH2:27][CH2:28][CH2:29][CH2:30][CH3:31])[C:9]2=[N:13][N:12]=1. The yield is 0.900. (3) The reactants are [N-:1]=[N+:2]=[N-:3].[Na+].[Cl-].[NH4+].[C:7]1([C:23]2[CH:28]=[CH:27][CH:26]=[CH:25][CH:24]=2)[CH:12]=[CH:11][C:10]([O:13][CH2:14][C:15]2[CH:16]=[C:17]([CH:20]=[CH:21][CH:22]=2)[C:18]#[N:19])=[CH:9][CH:8]=1.Cl. The catalyst is CN(C)C=O. The product is [C:7]1([C:23]2[CH:24]=[CH:25][CH:26]=[CH:27][CH:28]=2)[CH:12]=[CH:11][C:10]([O:13][CH2:14][C:15]2[CH:16]=[C:17]([C:18]3[NH:19][N:3]=[N:2][N:1]=3)[CH:20]=[CH:21][CH:22]=2)=[CH:9][CH:8]=1. The yield is 0.700. (4) The reactants are [OH:1][C:2]1[CH:10]=[C:9]2[C:5]([C:6](=O)[C:7](=[O:17])[N:8]2[C:11]2[CH:16]=[CH:15][CH:14]=[CH:13][CH:12]=2)=[CH:4][CH:3]=1.[F:19][C:20]([F:29])([F:28])[C:21]1[CH:22]=[C:23]([CH:25]=[CH:26][CH:27]=1)[NH2:24]. The catalyst is C(Cl)Cl.C(O)(=O)C. The product is [OH:1][C:2]1[CH:10]=[C:9]2[C:5]([C:6](=[N:24][C:23]3[CH:25]=[CH:26][CH:27]=[C:21]([C:20]([F:19])([F:28])[F:29])[CH:22]=3)[C:7](=[O:17])[N:8]2[C:11]2[CH:16]=[CH:15][CH:14]=[CH:13][CH:12]=2)=[CH:4][CH:3]=1. The yield is 0.170. (5) The catalyst is CN(C=O)C. The product is [CH:31]1([NH:34][C:23](=[O:24])[C:22]2[CH:26]=[CH:27][C:19]([N:16]3[CH2:17][CH2:18][N:13]([CH2:12][C:9]4[CH:10]=[N:11][C:5]5[N:4]6[CH2:28][CH2:29][CH2:30][C@H:3]6[C:2](=[O:1])[NH:7][C:6]=5[CH:8]=4)[CH2:14][CH2:15]3)=[N:20][CH:21]=2)[CH2:33][CH2:32]1. The reactants are [O:1]=[C:2]1[NH:7][C:6]2[CH:8]=[C:9]([CH2:12][N:13]3[CH2:18][CH2:17][N:16]([C:19]4[CH:27]=[CH:26][C:22]([C:23](O)=[O:24])=[CH:21][N:20]=4)[CH2:15][CH2:14]3)[CH:10]=[N:11][C:5]=2[N:4]2[CH2:28][CH2:29][CH2:30][C@@H:3]12.[CH:31]1([NH2:34])[CH2:33][CH2:32]1.CCN(C(C)C)C(C)C.CN(C(ON1N=NC2C=CC=NC1=2)=[N+](C)C)C.F[P-](F)(F)(F)(F)F. The yield is 0.737.